Task: Predict the reaction yield, written as a fraction of the theoretical maximum amount of product (1.0 means a 100% yield; for example, 0.34 means a 34% yield).. Dataset: Reaction yield outcomes from USPTO patents with 853,638 reactions (1) The reactants are [Cl:1][C:2]1[CH:3]=[C:4]([C:8]2[CH:9]=[C:10]([C:27]([O:29]C)=O)[C:11]3[NH:25][C:14]4=[N:15][C:16]([N:19]5[CH2:24][CH2:23][O:22][CH2:21][CH2:20]5)=[CH:17][CH:18]=[C:13]4[C:12]=3[N:26]=2)[CH:5]=[CH:6][CH:7]=1.[NH3:31]. The catalyst is CO. The product is [Cl:1][C:2]1[CH:3]=[C:4]([C:8]2[CH:9]=[C:10]([C:27]([NH2:31])=[O:29])[C:11]3[NH:25][C:14]4=[N:15][C:16]([N:19]5[CH2:24][CH2:23][O:22][CH2:21][CH2:20]5)=[CH:17][CH:18]=[C:13]4[C:12]=3[N:26]=2)[CH:5]=[CH:6][CH:7]=1. The yield is 0.190. (2) The catalyst is C(O)C.O. The product is [CH3:16][C:5]1([C:10]#[C:11][Si:12]([CH3:15])([CH3:14])[CH3:13])[CH2:4][C:3]2[CH:2]=[N:18][O:9][C:8]=2[CH:7]=[CH:6]1. The reactants are O[CH:2]=[C:3]1[C:8](=[O:9])[CH:7]=[CH:6][C:5]([CH3:16])([C:10]#[C:11][Si:12]([CH3:15])([CH3:14])[CH3:13])[CH2:4]1.Cl.[NH2:18]O. The yield is 1.00.